Task: Predict the reactants needed to synthesize the given product.. Dataset: Full USPTO retrosynthesis dataset with 1.9M reactions from patents (1976-2016) Given the product [N:34]1[CH:39]=[CH:38][CH:37]=[CH:36][C:35]=1[CH:40]=[CH:8][CH2:7][CH2:6][CH2:5][CH2:4][C:1]([OH:3])=[O:2], predict the reactants needed to synthesize it. The reactants are: [C:1]([CH2:4][CH2:5][CH2:6][CH2:7][CH2:8][P+](C1C=CC=CC=1)(C1C=CC=CC=1)C1C=CC=CC=1)([OH:3])=[O:2].CC(C)([O-])C.[K+].[N:34]1[CH:39]=[CH:38][CH:37]=[CH:36][C:35]=1[CH:40]=O.[OH-].[Na+].